Task: Predict the product of the given reaction.. Dataset: Forward reaction prediction with 1.9M reactions from USPTO patents (1976-2016) (1) Given the reactants [NH2:1][CH:2]1[CH2:7][CH2:6][CH:5]([N:8]2[C:13](=[O:14])[C:12]3[CH:15]=[C:16]([F:19])[CH:17]=[N:18][C:11]=3[N:10]([CH:20]3[CH2:25][CH2:24][S:23][CH2:22][CH2:21]3)[C:9]2=[O:26])[CH2:4][CH2:3]1.[OH:27][CH:28]([C:32]1[CH:37]=[CH:36][C:35]([OH:38])=[CH:34][CH:33]=1)[C:29](O)=[O:30].CCN(C(C)C)C(C)C.CN(C(ON1N=NC2C=CC=NC1=2)=[N+](C)C)C.F[P-](F)(F)(F)(F)F, predict the reaction product. The product is: [F:19][C:16]1[CH:17]=[N:18][C:11]2[N:10]([CH:20]3[CH2:21][CH2:22][S:23][CH2:24][CH2:25]3)[C:9](=[O:26])[N:8]([C@@H:5]3[CH2:6][CH2:7][C@H:2]([NH:1][C:29](=[O:30])[CH:28]([OH:27])[C:32]4[CH:33]=[CH:34][C:35]([OH:38])=[CH:36][CH:37]=4)[CH2:3][CH2:4]3)[C:13](=[O:14])[C:12]=2[CH:15]=1. (2) Given the reactants [F:1][C:2]1[CH:24]=[C:23]([N+:25]([O-:27])=[O:26])[CH:22]=[CH:21][C:3]=1[O:4][C:5]1[CH:10]=[CH:9][N:8]=[C:7]([NH:11][C:12](=[O:18])[O:13][C:14]([CH3:17])([CH3:16])[CH3:15])[C:6]=1[CH:19]=[O:20].[BH4-].[Na+], predict the reaction product. The product is: [F:1][C:2]1[CH:24]=[C:23]([N+:25]([O-:27])=[O:26])[CH:22]=[CH:21][C:3]=1[O:4][C:5]1[CH:10]=[CH:9][N:8]=[C:7]([NH:11][C:12](=[O:18])[O:13][C:14]([CH3:15])([CH3:16])[CH3:17])[C:6]=1[CH2:19][OH:20]. (3) Given the reactants [CH3:1][CH2:2]CCOP(OCCCC)(OCCCC)=O.[C:18]1([C:24]#[C:25][C:26]#[C:27][C:28]2[CH:33]=[CH:32][CH:31]=[CH:30][CH:29]=2)[CH:23]=[CH:22][CH:21]=[CH:20][CH:19]=1.[Br:34][C:35]1[CH:40]=CC(I)=[CH:37][CH:36]=1, predict the reaction product. The product is: [C:28]1([C:27]#[C:26][C:25]2[CH:24]=[CH:18][C:23]([C:22]#[C:21][C:20]3[CH:19]=[CH:40][C:35]([Br:34])=[CH:36][CH:37]=3)=[CH:2][CH:1]=2)[CH:29]=[CH:30][CH:31]=[CH:32][CH:33]=1.